This data is from Reaction yield outcomes from USPTO patents with 853,638 reactions. The task is: Predict the reaction yield, written as a fraction of the theoretical maximum amount of product (1.0 means a 100% yield; for example, 0.34 means a 34% yield). The catalyst is C(OCC)(=O)C.C([O-])(=O)C.[Pd+2].C([O-])(=O)C.O. The yield is 0.680. The product is [Br:58][C:57]1[C:52]([NH:51][C:61]2[CH:68]=[CH:67][C:64]([C:65]#[N:66])=[CH:63][CH:62]=2)=[N:53][CH:54]=[C:55]([CH3:59])[CH:56]=1. The reactants are C1(P(C2C=CC=CC=2)C2C3OC4C(=CC=CC=4P(C4C=CC=CC=4)C4C=CC=CC=4)C(C)(C)C=3C=CC=2)C=CC=CC=1.C1(OC)C=CC=CC=1.[NH2:51][C:52]1[C:57]([Br:58])=[CH:56][C:55]([CH3:59])=[CH:54][N:53]=1.I[C:61]1[CH:68]=[CH:67][C:64]([C:65]#[N:66])=[CH:63][CH:62]=1.C(=O)([O-])[O-].[Cs+].[Cs+].